Dataset: Catalyst prediction with 721,799 reactions and 888 catalyst types from USPTO. Task: Predict which catalyst facilitates the given reaction. (1) Reactant: [Br:1][C:2]1[CH:9]=[C:8]([F:10])[CH:7]=[CH:6][C:3]=1[C:4]#[N:5].[CH3:11][CH2:12][Mg+].[Br-].B(F)(F)F.CCOCC. Product: [Br:1][C:2]1[CH:9]=[C:8]([F:10])[CH:7]=[CH:6][C:3]=1[C:4]1([NH2:5])[CH2:12][CH2:11]1. The catalyst class is: 28. (2) Reactant: N#N.[CH3:3][C:4]1([C:9]2[CH:10]=[C:11]([CH:21]=[CH:22][CH:23]=2)[CH2:12][N:13]2[CH:17]=[C:16]([N+:18]([O-])=O)[CH:15]=[N:14]2)[O:8][CH2:7][CH2:6][O:5]1.[NH4+].[Cl-]. Product: [CH3:3][C:4]1([C:9]2[CH:10]=[C:11]([CH:21]=[CH:22][CH:23]=2)[CH2:12][N:13]2[CH:17]=[C:16]([NH2:18])[CH:15]=[N:14]2)[O:8][CH2:7][CH2:6][O:5]1. The catalyst class is: 314. (3) Reactant: [C:1]([OH:4])(=O)[CH3:2].[Cl:5][C:6]1[CH:14]=[C:13]2[C:9]([C:10](/[CH:15]=C(\[N+]([O-])=O)/C)=[CH:11][NH:12]2)=[CH:8][C:7]=1[F:21].CO. Product: [Cl:5][C:6]1[CH:14]=[C:13]2[C:9]([C:10]([CH2:15][C:1](=[O:4])[CH3:2])=[CH:11][NH:12]2)=[CH:8][C:7]=1[F:21]. The catalyst class is: 769. (4) Reactant: C(NCC)C.C1COCC1.[C:11]([O:14][CH:15]([C:22]1[N:23]=[C:24]([NH:27]C(OCC=C)=O)[S:25][CH:26]=1)[CH2:16][CH2:17][O:18][C:19](=[O:21])[CH3:20])(=[O:13])[CH3:12].C(OCC)(=O)C. Product: [C:11]([O:14][CH:15]([C:22]1[N:23]=[C:24]([NH2:27])[S:25][CH:26]=1)[CH2:16][CH2:17][O:18][C:19](=[O:21])[CH3:20])(=[O:13])[CH3:12]. The catalyst class is: 103. (5) The catalyst class is: 16. Reactant: [C:1]([C:3]1[CH:4]=[C:5]([C:10]2[CH:11]=[C:12]([CH:17]=[CH:18][N:19]=2)[C:13]([O:15][CH3:16])=[O:14])[CH:6]=[CH:7][C:8]=1F)#[N:2].C(O[CH2:24][CH3:25])(=O)C. Product: [N:2]1([C:8]2[CH:7]=[CH:6][C:5]([C:10]3[CH:11]=[C:12]([CH:17]=[CH:18][N:19]=3)[C:13]([O:15][CH3:16])=[O:14])=[CH:4][C:3]=2[C:1]#[N:2])[CH2:25][CH2:24][CH2:7][CH2:8][CH2:3][CH2:1]1. (6) Reactant: [N:1]1([C:7]([O:9][C:10]2[CH:15]=[CH:14][C:13]([N+:16]([O-:18])=[O:17])=[CH:12][CH:11]=2)=[O:8])[CH2:6][CH2:5][S:4][CH2:3][CH2:2]1.ClC1C=CC=C(C(OO)=[O:27])C=1.O. Product: [N:1]1([C:7]([O:9][C:10]2[CH:11]=[CH:12][C:13]([N+:16]([O-:18])=[O:17])=[CH:14][CH:15]=2)=[O:8])[CH2:2][CH2:3][S:4](=[O:27])[CH2:5][CH2:6]1. The catalyst class is: 4.